From a dataset of Forward reaction prediction with 1.9M reactions from USPTO patents (1976-2016). Predict the product of the given reaction. (1) Given the reactants [N:1]1[CH:6]=[CH:5][C:4]([C:7]2[S:8][C:9]3[CH2:15][CH2:14][CH2:13][C:12](=[O:16])[C:10]=3[CH:11]=2)=[CH:3][CH:2]=1.[Cl:17][C:18]1[CH:23]=[CH:22][C:21]([Mg]Br)=[CH:20][CH:19]=1.CCOCC.[NH4+].[Cl-], predict the reaction product. The product is: [Cl:17][C:18]1[CH:23]=[CH:22][C:21]([C:12]2([OH:16])[C:10]3[CH:11]=[C:7]([C:4]4[CH:5]=[CH:6][N:1]=[CH:2][CH:3]=4)[S:8][C:9]=3[CH2:15][CH2:14][CH2:13]2)=[CH:20][CH:19]=1. (2) Given the reactants [N:1]1([C:7]2[CH:12]=[CH:11][C:10]([NH:13][C:14]([C:16]3[C:17]([C:23]4[CH:28]=[CH:27][C:26]([CH:29]([CH3:31])[CH3:30])=[CH:25][CH:24]=4)=[C:18]([CH3:22])[CH:19]=[CH:20][CH:21]=3)=[O:15])=[CH:9][N:8]=2)[CH2:6][CH2:5][NH:4][CH2:3][CH2:2]1.C(N(CC)CC)C.Br[CH2:40][C:41]([NH2:43])=[O:42], predict the reaction product. The product is: [C:41]([CH2:40][N:4]1[CH2:3][CH2:2][N:1]([C:7]2[CH:12]=[CH:11][C:10]([NH:13][C:14]([C:16]3[C:17]([C:23]4[CH:24]=[CH:25][C:26]([CH:29]([CH3:31])[CH3:30])=[CH:27][CH:28]=4)=[C:18]([CH3:22])[CH:19]=[CH:20][CH:21]=3)=[O:15])=[CH:9][N:8]=2)[CH2:6][CH2:5]1)(=[O:42])[NH2:43]. (3) The product is: [CH3:21][O:22][CH2:23][CH2:24][N:25]([CH3:33])[C:26]1[N:27]=[CH:28][C:29]([NH:32][C:18]([C:11]2[O:10][C:9]([C:4]3[CH:5]=[CH:6][CH:7]=[CH:8][C:3]=3[O:2][CH3:1])=[N:13][C:12]=2[C:14]([F:15])([F:16])[F:17])=[O:20])=[CH:30][CH:31]=1. Given the reactants [CH3:1][O:2][C:3]1[CH:8]=[CH:7][CH:6]=[CH:5][C:4]=1[C:9]1[O:10][C:11]([C:18]([OH:20])=O)=[C:12]([C:14]([F:17])([F:16])[F:15])[N:13]=1.[CH3:21][O:22][CH2:23][CH2:24][N:25]([CH3:33])[C:26]1[CH:31]=[CH:30][C:29]([NH2:32])=[CH:28][N:27]=1, predict the reaction product.